Dataset: Full USPTO retrosynthesis dataset with 1.9M reactions from patents (1976-2016). Task: Predict the reactants needed to synthesize the given product. (1) Given the product [Br:32][C:33]1[CH:40]=[CH:39][CH:38]=[CH:37][C:34]=1[CH2:35][C:1]12[CH2:9][CH:5]([CH2:6][NH:7][CH2:8]1)[CH2:4][N:3]([C:10]([C@H:12]1[N:16]([CH2:17][C:18]3[CH:19]=[CH:20][C:21]([CH3:24])=[CH:22][CH:23]=3)[C:15](=[O:25])[CH2:14][CH2:13]1)=[O:11])[CH2:2]2, predict the reactants needed to synthesize it. The reactants are: [CH:1]12[CH2:9][CH:5]([CH2:6][NH:7][CH2:8]1)[CH2:4][N:3]([C:10]([C@H:12]1[N:16]([CH2:17][C:18]3[CH:23]=[CH:22][C:21]([CH3:24])=[CH:20][CH:19]=3)[C:15](=[O:25])[CH2:14][CH2:13]1)=[O:11])[CH2:2]2.C(=O)([O-])[O-].[K+].[K+].[Br:32][C:33]1[CH:40]=[CH:39][CH:38]=[CH:37][C:34]=1[CH2:35]Br. (2) Given the product [Br:1][C:2]1[CH:17]=[CH:16][C:5]2[N:6]([CH3:15])[C:7]([C:8]3[CH:13]=[CH:12][CH:11]=[CH:10][CH:9]=3)=[N:18][C:4]=2[CH:3]=1, predict the reactants needed to synthesize it. The reactants are: [Br:1][C:2]1[CH:17]=[CH:16][C:5]([N:6]([CH3:15])[C:7](=O)[C:8]2[CH:13]=[CH:12][CH:11]=[CH:10][CH:9]=2)=[C:4]([NH2:18])[CH:3]=1.C1(C)C=CC(S(O)(=O)=O)=CC=1.